This data is from NCI-60 drug combinations with 297,098 pairs across 59 cell lines. The task is: Regression. Given two drug SMILES strings and cell line genomic features, predict the synergy score measuring deviation from expected non-interaction effect. (1) Synergy scores: CSS=17.3, Synergy_ZIP=-0.217, Synergy_Bliss=-1.16, Synergy_Loewe=-21.8, Synergy_HSA=-1.55. Drug 1: CC=C1C(=O)NC(C(=O)OC2CC(=O)NC(C(=O)NC(CSSCCC=C2)C(=O)N1)C(C)C)C(C)C. Cell line: PC-3. Drug 2: C1C(C(OC1N2C=NC3=C2NC=NCC3O)CO)O. (2) Drug 1: C1CN1C2=NC(=NC(=N2)N3CC3)N4CC4. Drug 2: C1CCC(C(C1)N)N.C(=O)(C(=O)[O-])[O-].[Pt+4]. Cell line: CAKI-1. Synergy scores: CSS=51.1, Synergy_ZIP=-3.80, Synergy_Bliss=-4.29, Synergy_Loewe=1.52, Synergy_HSA=3.98. (3) Drug 1: C1CCN(CC1)CCOC2=CC=C(C=C2)C(=O)C3=C(SC4=C3C=CC(=C4)O)C5=CC=C(C=C5)O. Drug 2: C1=CC(=CC=C1C#N)C(C2=CC=C(C=C2)C#N)N3C=NC=N3. Cell line: HCT116. Synergy scores: CSS=-3.02, Synergy_ZIP=3.79, Synergy_Bliss=3.50, Synergy_Loewe=-0.574, Synergy_HSA=-1.22. (4) Drug 1: C1=CC(=CC=C1CCC2=CNC3=C2C(=O)NC(=N3)N)C(=O)NC(CCC(=O)O)C(=O)O. Drug 2: CN1C2=C(C=C(C=C2)N(CCCl)CCCl)N=C1CCCC(=O)O.Cl. Cell line: LOX IMVI. Synergy scores: CSS=34.8, Synergy_ZIP=-5.12, Synergy_Bliss=-9.54, Synergy_Loewe=-8.93, Synergy_HSA=-7.82. (5) Drug 1: CCC1=CC2CC(C3=C(CN(C2)C1)C4=CC=CC=C4N3)(C5=C(C=C6C(=C5)C78CCN9C7C(C=CC9)(C(C(C8N6C)(C(=O)OC)O)OC(=O)C)CC)OC)C(=O)OC.C(C(C(=O)O)O)(C(=O)O)O. Drug 2: CCC1(CC2CC(C3=C(CCN(C2)C1)C4=CC=CC=C4N3)(C5=C(C=C6C(=C5)C78CCN9C7C(C=CC9)(C(C(C8N6C=O)(C(=O)OC)O)OC(=O)C)CC)OC)C(=O)OC)O.OS(=O)(=O)O. Cell line: KM12. Synergy scores: CSS=55.6, Synergy_ZIP=-4.79, Synergy_Bliss=-7.82, Synergy_Loewe=2.17, Synergy_HSA=2.58.